From a dataset of Reaction yield outcomes from USPTO patents with 853,638 reactions. Predict the reaction yield, written as a fraction of the theoretical maximum amount of product (1.0 means a 100% yield; for example, 0.34 means a 34% yield). (1) The reactants are [C:1]([O:4][CH2:5][C:6]1[C:7]([N:21]2[CH2:33][CH2:32][N:24]3[C:25]4[CH2:26][CH2:27][CH2:28][CH2:29][C:30]=4[CH:31]=[C:23]3[C:22]2=[O:34])=[N:8][CH:9]=[CH:10][C:11]=1B1OC(C)(C)C(C)(C)O1)(=[O:3])[CH3:2].[Br:35][C:36]1[C:37](=[O:44])[N:38]([CH3:43])[CH:39]=[C:40](I)[CH:41]=1.C([O-])(=O)C.[Na+].[O-]P([O-])([O-])=O.[K+].[K+].[K+]. The catalyst is C1C=CC(P(C2C=CC=CC=2)[C-]2C=CC=C2)=CC=1.C1C=CC(P(C2C=CC=CC=2)[C-]2C=CC=C2)=CC=1.Cl[Pd]Cl.[Fe+2].O.C(#N)C. The product is [C:1]([O:4][CH2:5][C:6]1[C:7]([N:21]2[CH2:33][CH2:32][N:24]3[C:25]4[CH2:26][CH2:27][CH2:28][CH2:29][C:30]=4[CH:31]=[C:23]3[C:22]2=[O:34])=[N:8][CH:9]=[CH:10][C:11]=1[C:40]1[CH:41]=[C:36]([Br:35])[C:37](=[O:44])[N:38]([CH3:43])[CH:39]=1)(=[O:3])[CH3:2]. The yield is 0.670. (2) The reactants are [OH:1][C:2]1[NH:7][C:6](=[O:8])[N:5]([CH2:9][C:10]2[CH:15]=[CH:14][CH:13]=[CH:12][CH:11]=2)[C:4](=[O:16])[C:3]=1[C:17]([O:19]CC)=O.C1CCN2C(=NCCC2)CC1.[NH2:33][CH2:34][C:35]([OH:37])=[O:36]. The catalyst is C(O)C.C(OCC)(=O)C. The product is [OH:1][C:2]1[NH:7][C:6](=[O:8])[N:5]([CH2:9][C:10]2[CH:11]=[CH:12][CH:13]=[CH:14][CH:15]=2)[C:4](=[O:16])[C:3]=1[C:17]([NH:33][CH2:34][C:35]([OH:37])=[O:36])=[O:19]. The yield is 0.140. (3) The reactants are C([N:8]1[CH2:13][CH:12]=[C:11]([C:14]2[CH:19]=[CH:18][CH:17]=[CH:16][C:15]=2[O:20][CH3:21])[CH2:10][CH2:9]1)C1C=CC=CC=1. The catalyst is C(O)C.[C].[Pd]. The product is [CH3:21][O:20][C:15]1[CH:16]=[CH:17][CH:18]=[CH:19][C:14]=1[CH:11]1[CH2:12][CH2:13][NH:8][CH2:9][CH2:10]1. The yield is 0.857. (4) The reactants are [F:1][C:2]1[C:3]([F:13])=[C:4]([F:12])[C:5]2[S:9][C:8]([NH2:10])=[N:7][C:6]=2[CH:11]=1.[CH3:14][O:15][C:16]1[CH:17]=[C:18]([CH:22]=[CH:23][CH:24]=1)[C:19](Cl)=[O:20].Br[CH:26]([CH2:31][CH3:32])[C:27]([O:29]C)=[O:28].COC1C=CC2N=C(N)SC=2C=1.ClC1C=C(C=CC=1)C(Cl)=O.BrCC(OCC)=O. No catalyst specified. The product is [F:1][C:2]1[C:3]([F:13])=[C:4]([F:12])[C:5]2[S:9][C:8](=[N:10][C:19](=[O:20])[C:18]3[CH:22]=[CH:23][CH:24]=[C:16]([O:15][CH3:14])[CH:17]=3)[N:7]([CH:26]([CH2:31][CH3:32])[C:27]([OH:29])=[O:28])[C:6]=2[CH:11]=1. The yield is 0.170. (5) The reactants are [CH3:1][NH:2][C:3]1[CH:4]=[C:5]([CH:10]=[CH:11][C:12]=1[N+:13]([O-])=O)[C:6]([O:8][CH3:9])=[O:7]. The catalyst is C(OCC)(=O)C.[Pd]. The product is [CH3:9][O:8][C:6](=[O:7])[C:5]1[CH:10]=[CH:11][C:12]([NH2:13])=[C:3]([NH:2][CH3:1])[CH:4]=1. The yield is 0.930.